Dataset: Catalyst prediction with 721,799 reactions and 888 catalyst types from USPTO. Task: Predict which catalyst facilitates the given reaction. (1) Reactant: [CH2:1]([O:5][C:6]1[CH:10]=[C:9](/[CH:11]=[CH:12]/[C:13]([OH:15])=O)[N:8]([CH2:16][C:17]2[CH:22]=[CH:21][C:20]([Cl:23])=[CH:19][C:18]=2[Cl:24])[N:7]=1)[CH2:2][CH2:3][CH3:4].[CH2:25]([S:30]([NH2:33])(=[O:32])=[O:31])[CH2:26][CH2:27][CH2:28][CH3:29].N12CCCN=C1CCCCC2. Product: [CH2:1]([O:5][C:6]1[CH:10]=[C:9](/[CH:11]=[CH:12]/[C:13]([NH:33][S:30]([CH2:25][CH2:26][CH2:27][CH2:28][CH3:29])(=[O:32])=[O:31])=[O:15])[N:8]([CH2:16][C:17]2[CH:22]=[CH:21][C:20]([Cl:23])=[CH:19][C:18]=2[Cl:24])[N:7]=1)[CH2:2][CH2:3][CH3:4]. The catalyst class is: 7. (2) Reactant: [F:1][C:2]1[CH:3]=[C:4]2[N:10]([C:11]3[N:16]=[C:15]([NH2:17])[C:14]([NH2:18])=[C:13]([NH2:19])[N:12]=3)[N:9]=[C:8]([CH2:20][C:21]3[CH:26]=[CH:25][CH:24]=[CH:23][C:22]=3[F:27])[C:5]2=[N:6][CH:7]=1.Cl[C:29]([O:31][CH2:32][CH3:33])=[O:30]. Product: [NH2:19][C:13]1[C:14]([NH:18][C:29](=[O:30])[O:31][CH2:32][CH3:33])=[C:15]([NH2:17])[N:16]=[C:11]([N:10]2[C:4]3[C:5](=[N:6][CH:7]=[C:2]([F:1])[CH:3]=3)[C:8]([CH2:20][C:21]3[CH:26]=[CH:25][CH:24]=[CH:23][C:22]=3[F:27])=[N:9]2)[N:12]=1. The catalyst class is: 17. (3) Reactant: Cl[CH2:2][C:3]1[CH:4]=[C:5]([CH:39]=[CH:40][CH:41]=1)[C:6]([NH:8][C:9]1[CH:32]=[CH:31][C:30]([N:33]2[CH2:38][CH2:37][CH2:36][CH2:35][CH2:34]2)=[CH:29][C:10]=1[C:11]([NH:13][C:14]1[CH:18]=[CH:17][N:16]([C:19]2[CH:24]=[CH:23][CH:22]=[C:21]([C:25]([F:28])([F:27])[F:26])[CH:20]=2)[N:15]=1)=[O:12])=[O:7].C(=O)([O-])[O-].[K+].[K+].[SH:48][C:49]1[CH:50]=[C:51]([CH2:55][C:56]([OH:58])=[O:57])[CH:52]=[CH:53][CH:54]=1. Product: [N:33]1([C:30]2[CH:31]=[CH:32][C:9]([NH:8][C:6]([C:5]3[CH:4]=[C:3]([CH:41]=[CH:40][CH:39]=3)[CH2:2][S:48][C:49]3[CH:50]=[C:51]([CH2:55][C:56]([OH:58])=[O:57])[CH:52]=[CH:53][CH:54]=3)=[O:7])=[C:10]([C:11](=[O:12])[NH:13][C:14]3[CH:18]=[CH:17][N:16]([C:19]4[CH:24]=[CH:23][CH:22]=[C:21]([C:25]([F:27])([F:28])[F:26])[CH:20]=4)[N:15]=3)[CH:29]=2)[CH2:38][CH2:37][CH2:36][CH2:35][CH2:34]1. The catalyst class is: 3. (4) Reactant: [Cl:1][C:2]1[CH:13]=[CH:12][C:5]([CH2:6][CH:7]([C:10]#[N:11])[C:8]#[N:9])=[CH:4][CH:3]=1.[H-].[Na+].[H][H].[Cl:18][C:19]([CH2:21]Cl)=[CH2:20].Cl. Product: [Cl:1][C:2]1[CH:3]=[CH:4][C:5]([CH2:6][C:7]([CH2:21][C:19]([Cl:18])=[CH2:20])([C:8]#[N:9])[C:10]#[N:11])=[CH:12][CH:13]=1. The catalyst class is: 9. (5) Product: [Li+:36].[C:2]([C:6]1[CH:7]=[CH:8][C:9]([N:12]2[CH2:18][CH2:17][CH2:16][N:15]([CH2:24][CH2:23][CH2:22][C:21]([O-:26])=[O:20])[CH2:14][CH2:13]2)=[CH:10][CH:11]=1)([CH3:5])([CH3:3])[CH3:4]. Reactant: Cl.[C:2]([C:6]1[CH:11]=[CH:10][C:9]([N:12]2[CH2:18][CH2:17][CH2:16][NH:15][CH2:14][CH2:13]2)=[CH:8][CH:7]=1)([CH3:5])([CH3:4])[CH3:3].C[O:20][C:21](=[O:26])[CH2:22][CH2:23][CH2:24]Br.C(=O)([O-])[O-].[K+].[K+].[I-].[K+].[OH-].[Li+:36]. The catalyst class is: 47. (6) Reactant: [Br:1][C:2]1[C:11]([O:12][CH3:13])=[CH:10][C:5]([C:6](OC)=[O:7])=[CH:4][C:3]=1[O:14][CH3:15].[BH4-].[Li+].C(OCC)(=O)C. Product: [Br:1][C:2]1[C:11]([O:12][CH3:13])=[CH:10][C:5]([CH2:6][OH:7])=[CH:4][C:3]=1[O:14][CH3:15]. The catalyst class is: 7. (7) Reactant: C(O[C:4]([C:6]1[C:15](=[O:16])[C:14]2[C:9](=[N:10][C:11]([C:17]([F:20])([F:19])[F:18])=[CH:12][CH:13]=2)[N:8]([CH2:21][C:22]2[CH:27]=[CH:26][CH:25]=[C:24]([Br:28])[N:23]=2)[CH:7]=1)=[O:5])C.Cl.[CH3:30][NH:31][O:32][CH3:33].C[Al](C)C. Product: [CH3:33][O:32][N:31]([CH3:30])[C:4]([C:6]1[C:15](=[O:16])[C:14]2[C:9](=[N:10][C:11]([C:17]([F:18])([F:20])[F:19])=[CH:12][CH:13]=2)[N:8]([CH2:21][C:22]2[CH:27]=[CH:26][CH:25]=[C:24]([Br:28])[N:23]=2)[CH:7]=1)=[O:5]. The catalyst class is: 11.